Dataset: Forward reaction prediction with 1.9M reactions from USPTO patents (1976-2016). Task: Predict the product of the given reaction. (1) Given the reactants [F:1][C:2]1[CH:7]=[CH:6][C:5]([C:8]2[S:12][C:11]([CH3:13])=[N:10][C:9]=2[C:14]([N:16]2[CH2:21][CH2:20][O:19][CH2:18][CH:17]2[CH2:22][C:23]2[O:24][CH:25]=[C:26]([C:28]3[CH:33]=[CH:32][CH:31]=[CH:30][CH:29]=3)[N:27]=2)=[O:15])=[CH:4][CH:3]=1.[Br:34]N1C(=O)CCC1=O, predict the reaction product. The product is: [Br:34][C:25]1[O:24][C:23]([CH2:22][CH:17]2[CH2:18][O:19][CH2:20][CH2:21][N:16]2[C:14]([C:9]2[N:10]=[C:11]([CH3:13])[S:12][C:8]=2[C:5]2[CH:6]=[CH:7][C:2]([F:1])=[CH:3][CH:4]=2)=[O:15])=[N:27][C:26]=1[C:28]1[CH:29]=[CH:30][CH:31]=[CH:32][CH:33]=1. (2) Given the reactants Br.[CH2:2]([C:4]1[N:5]=[C:6]([C@@H:9]([NH2:20])[CH2:10][C:11]2[CH:16]=[CH:15][C:14]([N+:17]([O-:19])=[O:18])=[CH:13][CH:12]=2)[S:7][CH:8]=1)[CH3:3].[C:21]([NH:24][C@H:25]([C:33](O)=[O:34])[CH2:26][C:27]1[CH:32]=[CH:31][CH:30]=[CH:29][CH:28]=1)(=[O:23])[CH3:22].ON1C2C=CC=CC=2N=N1.C(N(C(C)C)CC)(C)C.CN(C)CCCN=C=NCC, predict the reaction product. The product is: [C:21]([NH:24][C@@H:25]([CH2:26][C:27]1[CH:28]=[CH:29][CH:30]=[CH:31][CH:32]=1)[C:33]([NH:20][C@H:9]([C:6]1[S:7][CH:8]=[C:4]([CH2:2][CH3:3])[N:5]=1)[CH2:10][C:11]1[CH:16]=[CH:15][C:14]([N+:17]([O-:19])=[O:18])=[CH:13][CH:12]=1)=[O:34])(=[O:23])[CH3:22]. (3) Given the reactants [N+:1]([C:4]1[CH:9]=[CH:8][CH:7]=[CH:6][C:5]=1F)([O-:3])=[O:2].[CH:11]1[CH:12]=[CH:13][C:14]([NH2:22])=[C:15]([C:17]([CH2:19][CH2:20][NH2:21])=[O:18])[CH:16]=1.C(=O)([O-])[O-].[K+].[K+], predict the reaction product. The product is: [NH2:22][C:14]1[CH:13]=[CH:12][CH:11]=[CH:16][C:15]=1[C:17]([CH:19]([C:5]1[CH:6]=[CH:7][CH:8]=[CH:9][C:4]=1[N+:1]([O-:3])=[O:2])[CH2:20][NH2:21])=[O:18]. (4) Given the reactants O.[CH2:2]([O:9][C:10]([NH:12][C@@H:13]([CH2:21][C:22]1[CH:27]=[CH:26][C:25]([OH:28])=[CH:24][CH:23]=1)[C:14]([O:16][C:17]([CH3:20])([CH3:19])[CH3:18])=[O:15])=[O:11])[C:3]1[CH:8]=[CH:7][CH:6]=[CH:5][CH:4]=1.C(N(C(C)C)C(C)C)C.[F:38][C:39]([F:58])([F:57])[S:40](N(C1C=CC=CC=1)[S:40]([C:39]([F:58])([F:57])[F:38])(=[O:42])=[O:41])(=[O:42])=[O:41].C([O-])(O)=O.[Na+], predict the reaction product. The product is: [CH2:2]([O:9][C:10]([NH:12][C@@H:13]([CH2:21][C:22]1[CH:23]=[CH:24][C:25]([O:28][S:40]([C:39]([F:58])([F:57])[F:38])(=[O:42])=[O:41])=[CH:26][CH:27]=1)[C:14]([O:16][C:17]([CH3:18])([CH3:20])[CH3:19])=[O:15])=[O:11])[C:3]1[CH:8]=[CH:7][CH:6]=[CH:5][CH:4]=1. (5) Given the reactants [Cl:1][C:2]1[CH:10]=[C:9]2[C:5]([CH:6]=[CH:7][NH:8]2)=[CH:4][CH:3]=1.I[C:12]1[CH:17]=[CH:16][CH:15]=[C:14]([CH3:18])[CH:13]=1, predict the reaction product. The product is: [Cl:1][C:2]1[CH:10]=[C:9]2[C:5]([CH:6]=[CH:7][N:8]2[C:12]2[CH:17]=[CH:16][CH:15]=[C:14]([CH3:18])[CH:13]=2)=[CH:4][CH:3]=1.